The task is: Predict which catalyst facilitates the given reaction.. This data is from Catalyst prediction with 721,799 reactions and 888 catalyst types from USPTO. (1) Reactant: ClC1C=C2C(=CC=1)N(CC(O)=O)C(C)=C2C1C2C(=CC=CC=2)C(=O)N(CC2C=CC(Cl)=C(F)C=2)N=1.[Cl:36][C:37]1[CH:38]=[C:39]2[C:43](=[CH:44][CH:45]=1)[N:42]([CH2:46][C:47]([O:49][C:50]([CH3:53])([CH3:52])[CH3:51])=[O:48])[C:41]([CH3:54])=[C:40]2[C:55]1[C:64]2[C:59](=[CH:60][CH:61]=[CH:62][CH:63]=2)[C:58](=[O:65])[NH:57][N:56]=1.[F:66][C:67]1[CH:74]=[CH:73][C:72]([F:75])=[CH:71][C:68]=1[CH2:69]Br.C(=O)([O-])[O-].[K+].[K+]. Product: [Cl:36][C:37]1[CH:38]=[C:39]2[C:43](=[CH:44][CH:45]=1)[N:42]([CH2:46][C:47]([O:49][C:50]([CH3:53])([CH3:52])[CH3:51])=[O:48])[C:41]([CH3:54])=[C:40]2[C:55]1[C:64]2[C:59](=[CH:60][CH:61]=[CH:62][CH:63]=2)[C:58](=[O:65])[N:57]([CH2:69][C:68]2[CH:71]=[C:72]([F:75])[CH:73]=[CH:74][C:67]=2[F:66])[N:56]=1. The catalyst class is: 136. (2) Reactant: C(OC([NH:8][CH2:9][CH2:10][CH2:11][CH2:12][CH2:13][CH2:14][O:15][C:16]1[CH:25]=[CH:24][C:23]2[C:18](=[CH:19][CH:20]=[CH:21][CH:22]=2)[N:17]=1)=O)(C)(C)C.Cl.[OH-].[Na+]. Product: [NH2:8][CH2:9][CH2:10][CH2:11][CH2:12][CH2:13][CH2:14][O:15][C:16]1[CH:25]=[CH:24][C:23]2[C:18](=[CH:19][CH:20]=[CH:21][CH:22]=2)[N:17]=1. The catalyst class is: 280. (3) Reactant: [C:1]([NH:5][C:6]1[CH:11]=[C:10]([C:12]2[C:13]([C:23]3[C:24]([F:44])=[C:25]([N:29]([CH2:41][O:42][CH3:43])[S:30]([C:33]4[CH:38]=[C:37]([F:39])[CH:36]=[CH:35][C:34]=4[F:40])(=[O:32])=[O:31])[CH:26]=[CH:27][CH:28]=3)=[N:14][N:15]([CH:17]3[CH2:22][CH2:21][NH:20][CH2:19][CH2:18]3)[CH:16]=2)[CH:9]=[CH:8][N:7]=1)([CH3:4])([CH3:3])[CH3:2].[C:45](Cl)(=[O:47])[CH3:46]. Product: [C:45]([N:20]1[CH2:19][CH2:18][CH:17]([N:15]2[CH:16]=[C:12]([C:10]3[CH:9]=[CH:8][N:7]=[C:6]([NH:5][C:1]([CH3:4])([CH3:3])[CH3:2])[CH:11]=3)[C:13]([C:23]3[C:24]([F:44])=[C:25]([N:29]([CH2:41][O:42][CH3:43])[S:30]([C:33]4[CH:38]=[C:37]([F:39])[CH:36]=[CH:35][C:34]=4[F:40])(=[O:32])=[O:31])[CH:26]=[CH:27][CH:28]=3)=[N:14]2)[CH2:22][CH2:21]1)(=[O:47])[CH3:46]. The catalyst class is: 2. (4) Reactant: [CH2:1]([NH:3][C:4](=[O:32])[C:5]1[CH:10]=[CH:9][C:8]([C:11]2[N:16]=[C:15]3[N:17]([CH2:20][C:21]4[CH:22]=[C:23]5[C:28](=[CH:29][CH:30]=4)[N:27]=[CH:26][CH:25]=[CH:24]5)[N:18]=[N:19][C:14]3=[CH:13][CH:12]=2)=[CH:7][C:6]=1[F:31])[CH3:2].CCOCC.[ClH:38]. Product: [ClH:38].[CH2:1]([NH:3][C:4](=[O:32])[C:5]1[CH:10]=[CH:9][C:8]([C:11]2[N:16]=[C:15]3[N:17]([CH2:20][C:21]4[CH:22]=[C:23]5[C:28](=[CH:29][CH:30]=4)[N:27]=[CH:26][CH:25]=[CH:24]5)[N:18]=[N:19][C:14]3=[CH:13][CH:12]=2)=[CH:7][C:6]=1[F:31])[CH3:2]. The catalyst class is: 1. (5) Reactant: Cl[C:2]1[N:7]=[CH:6][C:5]([S:8]([N:11]2[CH2:16][CH2:15][C:14](=[N:17][O:18][CH:19]([CH:28]3[CH2:30][CH2:29]3)[C:20]3[CH:21]=[C:22]([CH:25]=[CH:26][CH:27]=3)[C:23]#[N:24])[CH2:13][CH2:12]2)(=[O:10])=[O:9])=[CH:4][CH:3]=1.[CH3:31][N:32](C)C=O. Product: [C:23]([C:22]1[CH:21]=[C:20]([CH:19]([CH:28]2[CH2:30][CH2:29]2)[O:18][N:17]=[C:14]2[CH2:15][CH2:16][N:11]([S:8]([C:5]3[CH:4]=[CH:3][C:2]([C:31]#[N:32])=[N:7][CH:6]=3)(=[O:10])=[O:9])[CH2:12][CH2:13]2)[CH:27]=[CH:26][CH:25]=1)#[N:24]. The catalyst class is: 507.